This data is from Reaction yield outcomes from USPTO patents with 853,638 reactions. The task is: Predict the reaction yield, written as a fraction of the theoretical maximum amount of product (1.0 means a 100% yield; for example, 0.34 means a 34% yield). (1) The reactants are [BH4-].[Na+].[F:3][C:4]([F:20])([F:19])[O:5][C:6]1[CH:11]=[CH:10][C:9]([N:12]2[CH2:17][CH2:16][C:15](=[O:18])[CH2:14][CH2:13]2)=[CH:8][CH:7]=1.Cl. The catalyst is CO. The product is [F:20][C:4]([F:3])([F:19])[O:5][C:6]1[CH:11]=[CH:10][C:9]([N:12]2[CH2:13][CH2:14][CH:15]([OH:18])[CH2:16][CH2:17]2)=[CH:8][CH:7]=1. The yield is 0.970. (2) The reactants are C=O.[NH:3]1[CH2:8][CH2:7][CH:6]([C:9]2[CH:14]=[CH:13][C:12]([NH:15][C:16]3[N:21]=[C:20]([CH2:22][CH2:23][C:24]4[CH:29]=[CH:28][CH:27]=[CH:26][C:25]=4[CH2:30][C:31]([NH2:33])=[O:32])[C:19]([C:34]([F:37])([F:36])[F:35])=[CH:18][N:17]=3)=[CH:11][CH:10]=2)[CH2:5][CH2:4]1.[C:38](O[BH-](OC(=O)C)OC(=O)C)(=O)C.[Na+]. The product is [CH3:38][N:3]1[CH2:8][CH2:7][CH:6]([C:9]2[CH:10]=[CH:11][C:12]([NH:15][C:16]3[N:21]=[C:20]([CH2:22][CH2:23][C:24]4[CH:29]=[CH:28][CH:27]=[CH:26][C:25]=4[CH2:30][C:31]([NH2:33])=[O:32])[C:19]([C:34]([F:37])([F:36])[F:35])=[CH:18][N:17]=3)=[CH:13][CH:14]=2)[CH2:5][CH2:4]1. The catalyst is CO.C(Cl)Cl. The yield is 0.730. (3) The reactants are [F:1][C:2]1[C:7]2[NH:8][C:9](=[O:12])[CH2:10][O:11][C:6]=2[C:5]([F:13])=[CH:4][CH:3]=1.C([O-])([O-])=O.[Cs+].[Cs+].[Cl:20][CH2:21][CH2:22][CH2:23]I. No catalyst specified. The product is [Cl:20][CH2:21][CH2:22][CH2:23][N:8]1[C:7]2[C:2]([F:1])=[CH:3][CH:4]=[C:5]([F:13])[C:6]=2[O:11][CH2:10][C:9]1=[O:12]. The yield is 0.170. (4) The catalyst is C(Cl)(Cl)Cl. The yield is 0.660. The reactants are [Cl:1][C:2]1[N:7]=[C:6]([NH:8][C:9](=[O:14])[C:10]([CH3:13])([CH3:12])[CH3:11])[CH:5]=[CH:4][CH:3]=1.[Cl:15]N1C(=O)CCC1=O. The product is [Cl:15][C:3]1[CH:4]=[CH:5][C:6]([NH:8][C:9](=[O:14])[C:10]([CH3:11])([CH3:13])[CH3:12])=[N:7][C:2]=1[Cl:1]. (5) The yield is 0.430. The reactants are ClC(Cl)(Cl)[C:3]([C:5]1[C:13]2[C:8](=[CH:9][C:10]([C:14]([N:16]3[CH2:22][C:21]4([CH3:24])[CH2:23][CH:17]3[CH2:18][C:19]([CH3:26])([CH3:25])[CH2:20]4)=[O:15])=[CH:11][CH:12]=2)[NH:7][CH:6]=1)=[O:4].[O-:29][CH2:30][CH3:31].[Na+]. The product is [CH2:30]([O:29][C:3]([C:5]1[C:13]2[C:8](=[CH:9][C:10]([C:14]([N:16]3[CH2:22][C:21]4([CH3:24])[CH2:23][CH:17]3[CH2:18][C:19]([CH3:26])([CH3:25])[CH2:20]4)=[O:15])=[CH:11][CH:12]=2)[NH:7][CH:6]=1)=[O:4])[CH3:31]. The catalyst is C(O)C. (6) The reactants are [Br:1][C:2]1[CH:7]=[CH:6][C:5]([CH2:8][C:9]#N)=[C:4]([F:11])[CH:3]=1.[OH-:12].[Na+].C[OH:15]. No catalyst specified. The product is [Br:1][C:2]1[CH:7]=[CH:6][C:5]([CH2:8][C:9]([OH:15])=[O:12])=[C:4]([F:11])[CH:3]=1. The yield is 0.950.